Dataset: Forward reaction prediction with 1.9M reactions from USPTO patents (1976-2016). Task: Predict the product of the given reaction. (1) Given the reactants C([O:8][C:9]1[CH:18]=[CH:17][C:16]2[C:11](=[CH:12][CH:13]=[C:14]([O:19][CH3:20])[CH:15]=2)[C:10]=1[O:21][C:22]1[CH:37]=[CH:36][C:25]([O:26][CH2:27][CH2:28][N:29]2[CH2:35][CH2:34][CH2:33][CH2:32][CH2:31][CH2:30]2)=[CH:24][CH:23]=1)C1C=CC=CC=1.C([O-])=O.[NH4+], predict the reaction product. The product is: [N:29]1([CH2:28][CH2:27][O:26][C:25]2[CH:24]=[CH:23][C:22]([O:21][C:10]3[C:11]4[C:16](=[CH:15][C:14]([O:19][CH3:20])=[CH:13][CH:12]=4)[CH:17]=[CH:18][C:9]=3[OH:8])=[CH:37][CH:36]=2)[CH2:35][CH2:34][CH2:33][CH2:32][CH2:31][CH2:30]1. (2) The product is: [OH:27][CH2:28][C:29]1[CH:34]=[C:33]([C:2]2[N:11]=[CH:10][C:9]3[N:8]([CH2:12][C:13]([NH:15][CH2:16][CH:17]4[CH2:22][CH2:21][O:20][CH2:19][CH2:18]4)=[O:14])[CH2:7][C@@H:6]4[CH2:23][O:24][CH2:25][CH2:26][N:5]4[C:4]=3[N:3]=2)[CH:32]=[CH:31][CH:30]=1. Given the reactants Cl[C:2]1[N:11]=[CH:10][C:9]2[N:8]([CH2:12][C:13]([NH:15][CH2:16][CH:17]3[CH2:22][CH2:21][O:20][CH2:19][CH2:18]3)=[O:14])[CH2:7][C@@H:6]3[CH2:23][O:24][CH2:25][CH2:26][N:5]3[C:4]=2[N:3]=1.[OH:27][CH2:28][C:29]1[CH:30]=[C:31](B(O)O)[CH:32]=[CH:33][CH:34]=1.C(=O)([O-])[O-].[Na+].[Na+], predict the reaction product. (3) Given the reactants [F:1][C:2]([F:20])([F:19])[C:3]1[CH:8]=[CH:7][C:6]([C@:9]23[CH2:14][C@H:13]2[CH2:12][N:11]([CH2:15][CH2:16][CH2:17][OH:18])[CH2:10]3)=[CH:5][CH:4]=1.CS([C:25]1[N:30]=[C:29]([O:31][CH2:32][C:33]2[CH:38]=[CH:37][CH:36]=[CH:35][CH:34]=2)[CH:28]=[CH:27][N:26]=1)(=O)=O, predict the reaction product. The product is: [C:33]1([CH2:32][O:31][C:29]2[CH:28]=[CH:27][N:26]=[C:25]([O:18][CH2:17][CH2:16][CH2:15][N:11]3[CH2:12][C@H:13]4[C@:9]([C:6]5[CH:5]=[CH:4][C:3]([C:2]([F:19])([F:1])[F:20])=[CH:8][CH:7]=5)([CH2:14]4)[CH2:10]3)[N:30]=2)[CH:34]=[CH:35][CH:36]=[CH:37][CH:38]=1. (4) Given the reactants [OH:1][CH2:2][C@@H:3]([NH:11][C:12]1[CH:17]=[CH:16][NH:15][C:14](=[O:18])[C:13]=1[C:19]1[NH:23][C:22]2[CH:24]=[C:25]([N:29]3[CH2:34][CH2:33][NH:32][CH2:31][CH2:30]3)[CH:26]=[C:27]([CH3:28])[C:21]=2[N:20]=1)[CH2:4][C:5]1[CH:10]=[CH:9][CH:8]=[CH:7][CH:6]=1.[CH3:35][OH:36], predict the reaction product. The product is: [CH:3]([NH:11][C:35]([N:32]1[CH2:31][CH2:30][N:29]([C:25]2[CH:26]=[C:27]([CH3:28])[C:21]3[N:20]=[C:19]([C:13]4[C:14](=[O:18])[NH:15][CH:16]=[CH:17][C:12]=4[NH:11][C@H:3]([CH2:2][OH:1])[CH2:4][C:5]4[CH:6]=[CH:7][CH:8]=[CH:9][CH:10]=4)[NH:23][C:22]=3[CH:24]=2)[CH2:34][CH2:33]1)=[O:36])([CH3:4])[CH3:2]. (5) Given the reactants [C:1]1([NH:7][C:8]2[C:9](=O)[NH:10][C:11](=O)[NH:12][CH:13]=2)[CH:6]=[CH:5][CH:4]=[CH:3][CH:2]=1.[ClH:16].C(N(CC)CC)C.P(Cl)(Cl)([Cl:26])=O, predict the reaction product. The product is: [Cl:16][C:11]1[N:10]=[C:9]([Cl:26])[C:8]([NH:7][C:1]2[CH:6]=[CH:5][CH:4]=[CH:3][CH:2]=2)=[CH:13][N:12]=1. (6) Given the reactants [N:1]([CH2:4][C@@H:5]([NH2:15])[C:6]1[CH:11]=[CH:10][C:9]([N+:12]([O-:14])=[O:13])=[CH:8][CH:7]=1)=[N+:2]=[N-:3].C(N(C(C)C)CC)(C)C.[C:25]([C@@H:29]1[CH2:38][CH2:37][C:36]2[N:35]=[C:34]3[S:39][C:40]([C:42](Cl)=[O:43])=[CH:41][C:33]3=[CH:32][C:31]=2[CH2:30]1)([CH3:28])([CH3:27])[CH3:26].C(Cl)(Cl)=O, predict the reaction product. The product is: [N:1]([CH2:4][C@@H:5]([NH:15][C:42]([C:40]1[S:39][C:34]2=[N:35][C:36]3[CH2:37][CH2:38][C@@H:29]([C:25]([CH3:27])([CH3:26])[CH3:28])[CH2:30][C:31]=3[CH:32]=[C:33]2[CH:41]=1)=[O:43])[C:6]1[CH:7]=[CH:8][C:9]([N+:12]([O-:14])=[O:13])=[CH:10][CH:11]=1)=[N+:2]=[N-:3].